Dataset: NCI-60 drug combinations with 297,098 pairs across 59 cell lines. Task: Regression. Given two drug SMILES strings and cell line genomic features, predict the synergy score measuring deviation from expected non-interaction effect. (1) Drug 1: CC1=C(C=C(C=C1)NC2=NC=CC(=N2)N(C)C3=CC4=NN(C(=C4C=C3)C)C)S(=O)(=O)N.Cl. Drug 2: CCC(=C(C1=CC=CC=C1)C2=CC=C(C=C2)OCCN(C)C)C3=CC=CC=C3.C(C(=O)O)C(CC(=O)O)(C(=O)O)O. Cell line: MOLT-4. Synergy scores: CSS=2.81, Synergy_ZIP=-1.14, Synergy_Bliss=1.70, Synergy_Loewe=1.47, Synergy_HSA=1.60. (2) Drug 1: CC1=C(C=C(C=C1)NC2=NC=CC(=N2)N(C)C3=CC4=NN(C(=C4C=C3)C)C)S(=O)(=O)N.Cl. Drug 2: C1=NC2=C(N=C(N=C2N1C3C(C(C(O3)CO)O)F)Cl)N. Cell line: SN12C. Synergy scores: CSS=42.6, Synergy_ZIP=1.51, Synergy_Bliss=2.03, Synergy_Loewe=-9.21, Synergy_HSA=2.58. (3) Drug 1: C(CC(=O)O)C(=O)CN.Cl. Drug 2: CC1C(C(CC(O1)OC2CC(CC3=C2C(=C4C(=C3O)C(=O)C5=CC=CC=C5C4=O)O)(C(=O)C)O)N)O. Cell line: COLO 205. Synergy scores: CSS=51.4, Synergy_ZIP=-6.35, Synergy_Bliss=-10.8, Synergy_Loewe=-19.1, Synergy_HSA=-7.12. (4) Drug 1: CCCS(=O)(=O)NC1=C(C(=C(C=C1)F)C(=O)C2=CNC3=C2C=C(C=N3)C4=CC=C(C=C4)Cl)F. Drug 2: CCC(=C(C1=CC=CC=C1)C2=CC=C(C=C2)OCCN(C)C)C3=CC=CC=C3.C(C(=O)O)C(CC(=O)O)(C(=O)O)O. Cell line: NCI-H226. Synergy scores: CSS=3.40, Synergy_ZIP=2.37, Synergy_Bliss=1.93, Synergy_Loewe=-2.41, Synergy_HSA=-1.67.